This data is from Full USPTO retrosynthesis dataset with 1.9M reactions from patents (1976-2016). The task is: Predict the reactants needed to synthesize the given product. (1) Given the product [CH2:41]([N:10]1[C@@H:9]([CH2:8][O:7][CH2:55][CH3:56])[CH2:14][O:13][C@@H:12]([C:15]([N:16]([CH:37]2[CH2:39][CH2:38]2)[C@@H:17]([C:19]2[C:27]3[C:22](=[N:23][C:24]([CH3:28])=[CH:25][CH:26]=3)[N:21]([CH2:29][CH2:30][CH2:31][NH:32][C:33](=[O:34])[O:35][CH3:36])[N:20]=2)[CH3:18])=[O:40])[CH2:11]1)[C:42]1[CH:47]=[CH:46][CH:45]=[CH:44][CH:43]=1, predict the reactants needed to synthesize it. The reactants are: [H-].[Na+].CS([O:7][CH2:8][C@H:9]1[CH2:14][O:13][C@@H:12]([C:15](=[O:40])[N:16]([CH:37]2[CH2:39][CH2:38]2)[C@@H:17]([C:19]2[C:27]3[C:22](=[N:23][C:24]([CH3:28])=[CH:25][CH:26]=3)[N:21]([CH2:29][CH2:30][CH2:31][NH:32][C:33]([O:35][CH3:36])=[O:34])[N:20]=2)[CH3:18])[CH2:11][N:10]1[CH2:41][C:42]1[CH:47]=[CH:46][CH:45]=[CH:44][CH:43]=1)(=O)=O.S([O-])(O)(=O)=O.[K+].O.[CH2:55](O)[CH3:56]. (2) Given the product [CH:2]([CH:15]1[C:20](=[O:21])[CH2:19][CH2:18][N:17]([C:31]([NH:30][C:25]2[CH:26]=[CH:27][CH:28]=[CH:29][C:24]=2[O:23][CH3:22])=[O:32])[CH2:16]1)([C:9]1[CH:14]=[CH:13][CH:12]=[CH:11][CH:10]=1)[C:3]1[CH:4]=[CH:5][CH:6]=[CH:7][CH:8]=1, predict the reactants needed to synthesize it. The reactants are: Cl.[CH:2]([CH:15]1[C:20](=[O:21])[CH2:19][CH2:18][NH:17][CH2:16]1)([C:9]1[CH:14]=[CH:13][CH:12]=[CH:11][CH:10]=1)[C:3]1[CH:8]=[CH:7][CH:6]=[CH:5][CH:4]=1.[CH3:22][O:23][C:24]1[CH:29]=[CH:28][CH:27]=[CH:26][C:25]=1[N:30]=[C:31]=[O:32].C(N(CC)CC)C. (3) Given the product [CH2:10]([CH:5]([CH2:6][CH2:7][CH2:8][CH3:9])[CH2:4][O:3][P:1]([O-:21])([O:12][CH2:13][CH:14]([CH2:19][CH3:20])[CH2:15][CH2:16][CH2:17][CH3:18])=[O:2])[CH3:11].[CH3:23][N+:24]1[CH:28]=[CH:27][N:26]([CH2:29][CH2:30][CH2:31][CH2:32][CH2:33][CH2:34][CH2:35][CH2:36][CH2:37][CH3:38])[CH:25]=1, predict the reactants needed to synthesize it. The reactants are: [P:1]([O-:21])([O:12][CH2:13][CH:14]([CH2:19][CH3:20])[CH2:15][CH2:16][CH2:17][CH3:18])([O:3][CH2:4][CH:5]([CH2:10][CH3:11])[CH2:6][CH2:7][CH2:8][CH3:9])=[O:2].[Br-].[CH3:23][N+:24]1[CH:28]=[CH:27][N:26]([CH2:29][CH2:30][CH2:31][CH2:32][CH2:33][CH2:34][CH2:35][CH2:36][CH2:37][CH3:38])[CH:25]=1.[OH-].[Na+]. (4) Given the product [C:11]12([C:7]3[CH:6]=[C:5]([OH:8])[CH:4]=[C:3]([O:9][CH3:10])[C:2]=3[Br:1])[CH2:20][CH:15]3[CH2:16][CH:17]([CH2:19][CH:13]([CH2:14]3)[CH2:12]1)[CH2:18]2.[C:11]12([C:6]3[CH:7]=[C:2]([Br:1])[C:3]([O:9][CH3:10])=[CH:4][C:5]=3[OH:8])[CH2:20][CH:15]3[CH2:16][CH:17]([CH2:19][CH:13]([CH2:14]3)[CH2:12]1)[CH2:18]2, predict the reactants needed to synthesize it. The reactants are: [Br:1][C:2]1[CH:7]=[CH:6][C:5]([OH:8])=[CH:4][C:3]=1[O:9][CH3:10].[C:11]12(O)[CH2:20][CH:15]3[CH2:16][CH:17]([CH2:19][CH:13]([CH2:14]3)[CH2:12]1)[CH2:18]2.CS(O)(=O)=O. (5) Given the product [Br:1][C:2]1[CH:3]=[CH:4][C:5]([O:10][CH2:11][C:12]2([CH3:16])[CH2:15][O:14][CH2:13]2)=[C:6]([CH:7]=[N:34][C:32]([O:41][Si:18]([CH3:20])([CH3:19])[CH3:17])=[CH2:33])[CH:9]=1, predict the reactants needed to synthesize it. The reactants are: [Br:1][C:2]1[CH:3]=[CH:4][C:5]([O:10][CH2:11][C:12]2([CH3:16])[CH2:15][O:14][CH2:13]2)=[C:6]([CH:9]=1)[CH:7]=O.[CH3:17][Si:18]([N-][Si:18]([CH3:20])([CH3:19])[CH3:17])([CH3:20])[CH3:19].[Li+].C[Si](Cl)(C)C.[CH2:32]([N:34](CC)CC)[CH3:33].C(Cl)(=[O:41])C.